Dataset: Forward reaction prediction with 1.9M reactions from USPTO patents (1976-2016). Task: Predict the product of the given reaction. (1) Given the reactants [NH2:1][C:2]1[N:10]=[CH:9][N:8]=[C:7]2[C:3]=1[N:4]=[CH:5][N:6]2[C@H:11]1[C@@H:15]2[O:16][C:17]([CH3:20])([CH3:19])[O:18][C@@H:14]2[C@@H:13]([CH2:21][N:22]([CH:30]([CH3:32])[CH3:31])[CH2:23][CH2:24][CH2:25][CH2:26][C:27](O)=[O:28])[O:12]1.[F:33][C:34]1[CH:35]=[C:36]([NH2:44])[C:37]([NH2:43])=[CH:38][C:39]=1[CH:40]([CH3:42])[CH3:41].CCN=C=NCCCN(C)C.C1C=CC2N(O)N=NC=2C=1.CCN(CC)CC, predict the reaction product. The product is: [NH2:44][C:36]1[CH:35]=[C:34]([F:33])[C:39]([CH:40]([CH3:41])[CH3:42])=[CH:38][C:37]=1[NH:43][C:27](=[O:28])[CH2:26][CH2:25][CH2:24][CH2:23][N:22]([CH2:21][C@@H:13]1[C@@H:14]2[C@@H:15]([O:16][C:17]([CH3:19])([CH3:20])[O:18]2)[C@H:11]([N:6]2[CH:5]=[N:4][C:3]3[C:7]2=[N:8][CH:9]=[N:10][C:2]=3[NH2:1])[O:12]1)[CH:30]([CH3:31])[CH3:32]. (2) Given the reactants [CH:1]1([CH2:4][O:5][C:6]2[CH:11]=[CH:10][C:9]([CH:12]([F:14])[F:13])=[CH:8][C:7]=2[C:15]2[C:16]3[NH:23][C:22]([CH3:24])=[C:21]([C:25](O)=[O:26])[C:17]=3[N:18]=[CH:19][N:20]=2)[CH2:3][CH2:2]1.Cl.[N:29]([C@@H:32]1[CH2:37][CH2:36][C@@H:35]([NH2:38])[C@@H:34]([F:39])[CH2:33]1)=[N+:30]=[N-:31], predict the reaction product. The product is: [N:29]([C@H:32]1[CH2:37][CH2:36][C@H:35]([NH:38][C:25]([C:21]2[C:17]3[N:18]=[CH:19][N:20]=[C:15]([C:7]4[CH:8]=[C:9]([CH:12]([F:14])[F:13])[CH:10]=[CH:11][C:6]=4[O:5][CH2:4][CH:1]4[CH2:2][CH2:3]4)[C:16]=3[NH:23][C:22]=2[CH3:24])=[O:26])[C@H:34]([F:39])[CH2:33]1)=[N+:30]=[N-:31]. (3) Given the reactants O=P(Cl)(Cl)Cl.[Br:6][C:7]1[CH:8]=[C:9]2[C:13](=[CH:14][CH:15]=1)[NH:12][CH:11]=[CH:10]2.[OH-].[Na+].CN([CH:21]=[O:22])C, predict the reaction product. The product is: [Br:6][C:7]1[CH:8]=[C:9]2[C:13](=[CH:14][CH:15]=1)[NH:12][CH:11]=[C:10]2[CH:21]=[O:22]. (4) Given the reactants [NH2:1][C:2]1[N:6]=[CH:5][NH:4][N:3]=1.[F:7][C:8]1[CH:9]=[C:10]([CH:13]=[C:14]([F:17])[C:15]=1[F:16])[CH2:11]Br, predict the reaction product. The product is: [F:7][C:8]1[CH:9]=[C:10]([CH:13]=[C:14]([F:17])[C:15]=1[F:16])[CH2:11][N:4]1[CH:5]=[N:6][C:2]([NH2:1])=[N:3]1.